Dataset: Reaction yield outcomes from USPTO patents with 853,638 reactions. Task: Predict the reaction yield, written as a fraction of the theoretical maximum amount of product (1.0 means a 100% yield; for example, 0.34 means a 34% yield). (1) The reactants are [CH3:1][N:2]([CH3:19])[C:3]([C@@H:5]1[CH2:10][CH2:9][CH2:8][CH2:7][N:6]1[C:11]([C:13]1[CH:18]=[CH:17][CH:16]=[CH:15][CH:14]=1)=O)=O.[H-].[H-].[H-].[H-].[Li+].[Al+3]. The catalyst is C1COCC1. The product is [CH3:1][N:2]([CH3:19])[CH2:3][C@@H:5]1[CH2:10][CH2:9][CH2:8][CH2:7][N:6]1[CH2:11][C:13]1[CH:18]=[CH:17][CH:16]=[CH:15][CH:14]=1. The yield is 0.750. (2) The reactants are [NH3:1].CO[C:4](=[O:38])[CH:5]([NH:30][C:31]([O:33][C:34]([CH3:37])([CH3:36])[CH3:35])=[O:32])[CH2:6][CH2:7][O:8][C:9]1[CH:14]=[CH:13][C:12]([CH2:15][CH2:16][CH2:17][CH2:18][NH:19][C:20]([O:22][CH2:23][C:24]2[CH:29]=[CH:28][CH:27]=[CH:26][CH:25]=2)=[O:21])=[CH:11][CH:10]=1. The catalyst is CO. The product is [CH2:23]([O:22][C:20](=[O:21])[NH:19][CH2:18][CH2:17][CH2:16][CH2:15][C:12]1[CH:13]=[CH:14][C:9]([O:8][CH2:7][CH2:6][CH:5]([NH:30][C:31]([O:33][C:34]([CH3:37])([CH3:35])[CH3:36])=[O:32])[C:4](=[O:38])[NH2:1])=[CH:10][CH:11]=1)[C:24]1[CH:25]=[CH:26][CH:27]=[CH:28][CH:29]=1. The yield is 0.630. (3) The reactants are [C:1]([O:5][C:6]([N:8]1[CH2:12][CH2:11][CH2:10][C@@H:9]1[C@@H:13]([OH:37])[C@@H:14]([N:22](CC1C=CC=CC=1)CC1C=CC=CC=1)[CH2:15][C:16]1[CH:21]=[CH:20][CH:19]=[CH:18][CH:17]=1)=[O:7])([CH3:4])([CH3:3])[CH3:2].[H][H]. The catalyst is CO.[OH-].[OH-].[Pd+2]. The product is [C:1]([O:5][C:6]([N:8]1[CH2:12][CH2:11][CH2:10][C@@H:9]1[C@@H:13]([OH:37])[C@@H:14]([NH2:22])[CH2:15][C:16]1[CH:17]=[CH:18][CH:19]=[CH:20][CH:21]=1)=[O:7])([CH3:4])([CH3:2])[CH3:3]. The yield is 0.930.